Dataset: Reaction yield outcomes from USPTO patents with 853,638 reactions. Task: Predict the reaction yield, written as a fraction of the theoretical maximum amount of product (1.0 means a 100% yield; for example, 0.34 means a 34% yield). (1) The reactants are [Br:1][C:2]1[N:3]=[N:4][CH:5]=[C:6](Br)[CH:7]=1.[CH2:9]([NH:11][C:12](=[O:32])[NH:13][C:14]1[S:15][C:16]2[C:22]([C:23]3[CH:28]=[CH:27][CH:26]=[CH:25][N:24]=3)=[CH:21][C:20](B(O)O)=[CH:19][C:17]=2[N:18]=1)[CH3:10].[O-]P([O-])([O-])=O.[K+].[K+].[K+]. The catalyst is CN(C=O)C.C1C=CC(P(C2C=CC=CC=2)C2C=CC=CC=2)=CC=1.C1C=CC(P(C2C=CC=CC=2)C2C=CC=CC=2)=CC=1.Cl[Pd]Cl. The product is [Br:1][C:2]1[N:3]=[N:4][CH:5]=[C:6]([C:20]2[CH:21]=[C:22]([C:23]3[CH:28]=[CH:27][CH:26]=[CH:25][N:24]=3)[C:16]3[S:15][C:14]([NH:13][C:12]([NH:11][CH2:9][CH3:10])=[O:32])=[N:18][C:17]=3[CH:19]=2)[CH:7]=1. The yield is 0.850. (2) The product is [CH3:3][C:2]([CH3:5])([CH3:4])[C:1]([NH:7][C:57]1[CH:62]=[C:61]([O:63][CH:64]2[CH2:73][CH2:72][C:71]3[CH:70]=[C:69]([C:74]([O:76][CH3:77])=[O:75])[CH:68]=[CH:67][C:66]=3[CH2:65]2)[CH:60]=[CH:59][N:58]=1)=[O:6]. The catalyst is O1CCOCC1.C1C=CC(/C=C/C(/C=C/C2C=CC=CC=2)=O)=CC=1.C1C=CC(/C=C/C(/C=C/C2C=CC=CC=2)=O)=CC=1.C1C=CC(/C=C/C(/C=C/C2C=CC=CC=2)=O)=CC=1.[Pd].[Pd]. The yield is 0.610. The reactants are [C:1]([NH2:7])(=[O:6])[C:2]([CH3:5])([CH3:4])[CH3:3].CC1(C)C2C(=C(P(C3C=CC=CC=3)C3C=CC=CC=3)C=CC=2)OC2C(P(C3C=CC=CC=3)C3C=CC=CC=3)=CC=CC1=2.C(=O)([O-])[O-].[Cs+].[Cs+].Cl[C:57]1[CH:62]=[C:61]([O:63][CH:64]2[CH2:73][CH2:72][C:71]3[CH:70]=[C:69]([C:74]([O:76][CH3:77])=[O:75])[CH:68]=[CH:67][C:66]=3[CH2:65]2)[CH:60]=[CH:59][N:58]=1. (3) The reactants are [NH2:1][C:2]1[CH:3]=[C:4]([C:8]2[C:12]([Br:13])=[CH:11][N:10]([CH3:14])[N:9]=2)[CH:5]=[CH:6][CH:7]=1.[F:15][C:16]1[CH:17]=[C:18]([CH2:22][C:23](O)=[O:24])[CH:19]=[CH:20][CH:21]=1.O.ON1C2C=CC=CC=2N=N1.F[P-](F)(F)(F)(F)F.N1(OC(N(C)C)=[N+](C)C)C2C=CC=CC=2N=N1.C(N(CC)C(C)C)(C)C. The yield is 0.260. The product is [Br:13][C:12]1[C:8]([C:4]2[CH:3]=[C:2]([NH:1][C:23](=[O:24])[CH2:22][C:18]3[CH:19]=[CH:20][CH:21]=[C:16]([F:15])[CH:17]=3)[CH:7]=[CH:6][CH:5]=2)=[N:9][N:10]([CH3:14])[CH:11]=1. The catalyst is C(Cl)(Cl)Cl.[Cl-].[Na+].O. (4) The reactants are C[O:2][C:3]([C@@H:5]1[CH2:9][C@H:8]([NH:10][C:11]([C:13]2[CH:22]=[CH:21][C:20]3[C:15](=[CH:16][CH:17]=[CH:18][CH:19]=3)[C:14]=2[OH:23])=[O:12])[CH2:7][N:6]1[CH2:24][CH:25]1[CH2:30][CH2:29][CH2:28][CH2:27][CH2:26]1)=O.[CH2:31]([NH2:34])[CH2:32][CH3:33].C[Al](C)C. No catalyst specified. The product is [CH2:31]([NH:34][C:3]([C@@H:5]1[CH2:9][C@H:8]([NH:10][C:11]([C:13]2[CH:22]=[CH:21][C:20]3[C:15](=[CH:16][CH:17]=[CH:18][CH:19]=3)[C:14]=2[OH:23])=[O:12])[CH2:7][N:6]1[CH2:24][CH:25]1[CH2:26][CH2:27][CH2:28][CH2:29][CH2:30]1)=[O:2])[CH2:32][CH3:33]. The yield is 0.187. (5) The reactants are [CH3:1][C@:2]1([CH2:13][N:14]2[C:18]3[CH:19]=[C:20]([C:23]#[N:24])[CH:21]=[CH:22][C:17]=3[N:16]=[CH:15]2)[CH2:12][CH2:11][CH2:10][C@:4]2([O:8][C:7](=[O:9])[NH:6][CH2:5]2)[CH2:3]1.[H-].[Na+].[Br:27][C:28]1[CH:33]=[CH:32][N:31]=[C:30]([CH2:34]Br)[CH:29]=1. The catalyst is CN(C)C=O.[NH4+].[Cl-]. The product is [Br:27][C:28]1[CH:33]=[CH:32][N:31]=[C:30]([CH2:34][N:6]2[CH2:5][C@@:4]3([CH2:10][CH2:11][CH2:12][C@@:2]([CH2:13][N:14]4[C:18]5[CH:19]=[C:20]([C:23]#[N:24])[CH:21]=[CH:22][C:17]=5[N:16]=[CH:15]4)([CH3:1])[CH2:3]3)[O:8][C:7]2=[O:9])[CH:29]=1. The yield is 0.930. (6) The reactants are [CH2:1]([N:3]([CH2:15][CH3:16])[CH2:4][CH2:5][CH2:6][O:7][C:8]1[CH:13]=[CH:12][C:11]([NH2:14])=[CH:10][CH:9]=1)[CH3:2].[F:17][C:18]1[CH:19]=[C:20]2[C:24](=[CH:25][CH:26]=1)[NH:23][C:22](=[O:27])[C:21]2=[CH:28]O. No catalyst specified. The product is [CH2:15]([N:3]([CH2:1][CH3:2])[CH2:4][CH2:5][CH2:6][O:7][C:8]1[CH:9]=[CH:10][C:11]([NH:14][CH:28]=[C:21]2[C:20]3[C:24](=[CH:25][CH:26]=[C:18]([F:17])[CH:19]=3)[NH:23][C:22]2=[O:27])=[CH:12][CH:13]=1)[CH3:16]. The yield is 0.410.